From a dataset of Forward reaction prediction with 1.9M reactions from USPTO patents (1976-2016). Predict the product of the given reaction. (1) Given the reactants [F:1][C:2]1[CH:7]=[CH:6][CH:5]=[CH:4][C:3]=1[C:8]1[C:16]2[O:15][CH:14]([CH2:17][NH2:18])[CH2:13][C:12]=2[CH:11]=[CH:10][CH:9]=1.C(N(C(C)C)CC)(C)C.Cl[C:29]([O:31][CH2:32][C:33]1[CH:38]=[CH:37][CH:36]=[CH:35][CH:34]=1)=[O:30].C(OC(=O)NCC1CC2C=CC=C(C3CCCC3)C=2O1)C1C=CC=CC=1, predict the reaction product. The product is: [CH2:32]([O:31][C:29](=[O:30])[NH:18][CH2:17][CH:14]1[CH2:13][C:12]2[CH:11]=[CH:10][CH:9]=[C:8]([C:3]3[CH:4]=[CH:5][CH:6]=[CH:7][C:2]=3[F:1])[C:16]=2[O:15]1)[C:33]1[CH:38]=[CH:37][CH:36]=[CH:35][CH:34]=1. (2) Given the reactants C1(C)C=CC(S([CH2:10][N+:11]#[C-:12])(=O)=O)=CC=1.[C:14]([O:21][CH3:22])(=[O:20])/[CH:15]=[CH:16]/[CH2:17][CH2:18][CH3:19].CC(C)([O-])C.[K+], predict the reaction product. The product is: [CH2:17]([C:16]1[C:15]([C:14]([O:21][CH3:22])=[O:20])=[CH:10][NH:11][CH:12]=1)[CH2:18][CH3:19]. (3) The product is: [O:4]1[C:5]2[CH:11]=[CH:10][CH:9]=[CH:8][C:6]=2[O:7][CH:2]=[CH:3]1. Given the reactants Br[CH:2]1[O:7][C:6]2[CH:8]=[CH:9][CH:10]=[CH:11][C:5]=2[O:4][CH:3]1Br.[I-].[Na+], predict the reaction product.